Dataset: Full USPTO retrosynthesis dataset with 1.9M reactions from patents (1976-2016). Task: Predict the reactants needed to synthesize the given product. Given the product [F:34][C:2]([F:1])([F:33])[C:3]1[CH:28]=[C:27]([C:29]([F:31])([F:30])[F:32])[CH:26]=[CH:25][C:4]=1[CH2:5][O:6][C:7]1[CH:12]=[CH:11][C:10](/[CH:13]=[C:14]2\[N:15]([CH3:35])[C:16](=[O:22])[N:17]([CH2:20][CH3:21])[C:18]\2=[NH:19])=[CH:9][C:8]=1[O:23][CH3:24], predict the reactants needed to synthesize it. The reactants are: [F:1][C:2]([F:34])([F:33])[C:3]1[CH:28]=[C:27]([C:29]([F:32])([F:31])[F:30])[CH:26]=[CH:25][C:4]=1[CH2:5][O:6][C:7]1[CH:12]=[CH:11][C:10](/[CH:13]=[C:14]2\[NH:15][C:16](=[O:22])[N:17]([CH2:20][CH3:21])[C:18]\2=[NH:19])=[CH:9][C:8]=1[O:23][CH3:24].[CH3:35]C(C)([O-])C.[K+].CI.[Cl-].[NH4+].